Dataset: NCI-60 drug combinations with 297,098 pairs across 59 cell lines. Task: Regression. Given two drug SMILES strings and cell line genomic features, predict the synergy score measuring deviation from expected non-interaction effect. (1) Drug 1: CCN(CC)CCNC(=O)C1=C(NC(=C1C)C=C2C3=C(C=CC(=C3)F)NC2=O)C. Drug 2: C1=NNC2=C1C(=O)NC=N2. Cell line: HS 578T. Synergy scores: CSS=3.16, Synergy_ZIP=3.17, Synergy_Bliss=-2.59, Synergy_Loewe=-2.06, Synergy_HSA=-1.21. (2) Drug 2: C1=NC2=C(N1)C(=S)N=CN2. Cell line: T-47D. Synergy scores: CSS=22.6, Synergy_ZIP=-8.32, Synergy_Bliss=-12.4, Synergy_Loewe=-11.8, Synergy_HSA=-10.8. Drug 1: C1=C(C(=O)NC(=O)N1)F.